This data is from Catalyst prediction with 721,799 reactions and 888 catalyst types from USPTO. The task is: Predict which catalyst facilitates the given reaction. Reactant: [F:1][C:2]1[CH:3]=[C:4]2[C:8](=[CH:9][CH:10]=1)[NH:7][CH:6]=[C:5]2[CH:11]=[O:12].[H-].[Na+].[CH3:15]I.[Cl-].[NH4+]. Product: [F:1][C:2]1[CH:3]=[C:4]2[C:8](=[CH:9][CH:10]=1)[N:7]([CH3:15])[CH:6]=[C:5]2[CH:11]=[O:12]. The catalyst class is: 3.